This data is from Full USPTO retrosynthesis dataset with 1.9M reactions from patents (1976-2016). The task is: Predict the reactants needed to synthesize the given product. The reactants are: [CH3:1][N:2]([CH3:32])[CH2:3][CH2:4][CH2:5][NH:6]C(C1C=C(C2C=CC(CSCCOC3C=CC=CC=3)=CC=2)C=CC=1)=O.[O:33]([CH2:40][CH2:41][S:42][CH2:43][C:44]1[CH:49]=[CH:48][CH:47]=[CH:46][C:45]=1[C:50]1[C:51]([C:56](O)=[O:57])=[CH:52][CH:53]=[CH:54][CH:55]=1)[C:34]1[CH:39]=[CH:38][CH:37]=[CH:36][CH:35]=1.CN(C)CCCN. Given the product [CH3:1][N:2]([CH3:32])[CH2:3][CH2:4][CH2:5][NH:6][C:56]([C:51]1[C:50]([C:45]2[CH:46]=[CH:47][CH:48]=[CH:49][C:44]=2[CH2:43][S:42][CH2:41][CH2:40][O:33][C:34]2[CH:39]=[CH:38][CH:37]=[CH:36][CH:35]=2)=[CH:55][CH:54]=[CH:53][CH:52]=1)=[O:57], predict the reactants needed to synthesize it.